From a dataset of Peptide-MHC class II binding affinity with 134,281 pairs from IEDB. Regression. Given a peptide amino acid sequence and an MHC pseudo amino acid sequence, predict their binding affinity value. This is MHC class II binding data. (1) The peptide sequence is IKHIYAISSAALSAS. The MHC is DRB1_0101 with pseudo-sequence DRB1_0101. The binding affinity (normalized) is 1.00. (2) The peptide sequence is FDPYGATKSATPESA. The MHC is HLA-DPA10301-DPB10402 with pseudo-sequence HLA-DPA10301-DPB10402. The binding affinity (normalized) is 0.0694. (3) The peptide sequence is VVNPSVKTVREAGILITA. The MHC is DRB1_0405 with pseudo-sequence DRB1_0405. The binding affinity (normalized) is 0. (4) The peptide sequence is ALYEKKLALYLLLAL. The MHC is DRB3_0301 with pseudo-sequence DRB3_0301. The binding affinity (normalized) is 0. (5) The MHC is DRB3_0301 with pseudo-sequence DRB3_0301. The peptide sequence is IHLVIHRIRTLIGQE. The binding affinity (normalized) is 0.834.